Dataset: Catalyst prediction with 721,799 reactions and 888 catalyst types from USPTO. Task: Predict which catalyst facilitates the given reaction. Reactant: Cl.[NH2:2][C@@H:3]1[CH2:7][N:6]([C:8]2[CH:13]=[CH:12][C:11]([O:14][CH2:15][C:16]3[CH:21]=[CH:20][CH:19]=[C:18]([F:22])[CH:17]=3)=[CH:10][CH:9]=2)[C:5](=[O:23])[CH2:4]1.C(N(C(C)C)C(C)C)C.[F:33][CH2:34][C:35](OC)=[O:36]. Product: [F:33][CH2:34][C:35]([NH:2][C@H:3]1[CH2:4][C:5](=[O:23])[N:6]([C:8]2[CH:9]=[CH:10][C:11]([O:14][CH2:15][C:16]3[CH:21]=[CH:20][CH:19]=[C:18]([F:22])[CH:17]=3)=[CH:12][CH:13]=2)[CH2:7]1)=[O:36]. The catalyst class is: 9.